Dataset: Forward reaction prediction with 1.9M reactions from USPTO patents (1976-2016). Task: Predict the product of the given reaction. (1) Given the reactants [CH3:1][Si:2]([CH3:34])([CH3:33])[CH2:3][CH2:4][O:5][CH2:6][N:7]([CH2:25][O:26][CH2:27][CH2:28][Si:29]([CH3:32])([CH3:31])[CH3:30])[C:8]1[N:13]2[N:14]=[CH:15][C:16](I)=[C:12]2[N:11]=[C:10]([CH:18]2[CH2:23][CH2:22][C:21](=[O:24])[CH2:20][CH2:19]2)[CH:9]=1.[C:35]1([C:41]2[CH:46]=[CH:45][C:44](B3OC(C)(C)C(C)(C)O3)=[CH:43][N:42]=2)[CH:40]=[CH:39][CH:38]=[CH:37][CH:36]=1.[O-]P([O-])([O-])=O.[K+].[K+].[K+], predict the reaction product. The product is: [CH3:1][Si:2]([CH3:34])([CH3:33])[CH2:3][CH2:4][O:5][CH2:6][N:7]([CH2:25][O:26][CH2:27][CH2:28][Si:29]([CH3:32])([CH3:31])[CH3:30])[C:8]1[N:13]2[N:14]=[CH:15][C:16]([C:44]3[CH:43]=[N:42][C:41]([C:35]4[CH:40]=[CH:39][CH:38]=[CH:37][CH:36]=4)=[CH:46][CH:45]=3)=[C:12]2[N:11]=[C:10]([CH:18]2[CH2:23][CH2:22][C:21](=[O:24])[CH2:20][CH2:19]2)[CH:9]=1. (2) Given the reactants Cl[C:2]1[C:3]([F:22])=[CH:4][N:5]2[C:10]([C:11]=1[CH3:12])=[C:9]([CH:13]1[CH2:15][CH2:14]1)[CH:8]=[C:7]([C:16]([O:18][CH2:19][CH3:20])=[O:17])[C:6]2=[O:21].[C:23]([O:27][C:28]([N:30]1[CH2:35][CH2:34][C:33](B2OC(C)(C)C(C)(C)O2)=[CH:32][CH2:31]1)=[O:29])([CH3:26])([CH3:25])[CH3:24], predict the reaction product. The product is: [C:23]([O:27][C:28]([N:30]1[CH2:31][CH:32]=[C:33]([C:2]2[C:3]([F:22])=[CH:4][N:5]3[C:10]([C:11]=2[CH3:12])=[C:9]([CH:13]2[CH2:15][CH2:14]2)[CH:8]=[C:7]([C:16]([O:18][CH2:19][CH3:20])=[O:17])[C:6]3=[O:21])[CH2:34][CH2:35]1)=[O:29])([CH3:26])([CH3:24])[CH3:25].[C:23]([O:27][C:28]([N:30]1[CH2:31][CH:32]=[C:33]([C:2]2[C:3]([F:22])=[CH:4][N:5]3[C:10]([C:11]=2[CH3:12])=[C:9]([CH:13]2[CH2:15][CH2:14]2)[CH:8]=[C:7]([C:16]([O:18][CH3:19])=[O:17])[C:6]3=[O:21])[CH2:34][CH2:35]1)=[O:29])([CH3:24])([CH3:25])[CH3:26]. (3) Given the reactants C(OC([N:8]1[CH2:13][CH2:12][CH:11]([O:14][C:15]2[CH:20]=[CH:19][C:18]([C:21]3[CH:26]([CH3:27])[CH2:25][C:24](=[O:28])[NH:23][N:22]=3)=[CH:17][CH:16]=2)[CH2:10][CH2:9]1)=O)(C)(C)C.FC(F)(F)C(O)=O, predict the reaction product. The product is: [CH3:27][CH:26]1[C:21]([C:18]2[CH:17]=[CH:16][C:15]([O:14][CH:11]3[CH2:12][CH2:13][NH:8][CH2:9][CH2:10]3)=[CH:20][CH:19]=2)=[N:22][NH:23][C:24](=[O:28])[CH2:25]1. (4) Given the reactants [F:1][C:2]1[CH:21]=[CH:20][CH:19]=[CH:18][C:3]=1[C:4]([NH:6][C:7]1[CH:12]=[CH:11][C:10]([C:13]([NH:15][NH2:16])=[O:14])=[C:9]([F:17])[CH:8]=1)=[O:5].[OH-].[K+].[C:24](=S)=[S:25], predict the reaction product. The product is: [F:1][C:2]1[CH:21]=[CH:20][CH:19]=[CH:18][C:3]=1[C:4]([NH:6][C:7]1[CH:12]=[CH:11][C:10]([C:13]2[O:14][C:24](=[S:25])[NH:16][N:15]=2)=[C:9]([F:17])[CH:8]=1)=[O:5]. (5) Given the reactants [Br:1][C:2]1[CH:7]=[CH:6][C:5]([F:8])=[CH:4][C:3]=1[C:9](=[O:11])[CH3:10].CO[CH:14](OC)[N:15]([CH3:17])[CH3:16], predict the reaction product. The product is: [Br:1][C:2]1[CH:7]=[CH:6][C:5]([F:8])=[CH:4][C:3]=1[C:9](=[O:11])[CH:10]=[CH:14][N:15]([CH3:17])[CH3:16]. (6) Given the reactants [CH3:1][N:2]1[C:18](=[O:19])[N:5]2[C:6]([C:14]([F:17])([F:16])[F:15])=[CH:7][CH:8]=[C:9]([C:10]([O:12]C)=[O:11])[C:4]2=[N:3]1.[OH-].[Na+].Cl, predict the reaction product. The product is: [CH3:1][N:2]1[C:18](=[O:19])[N:5]2[C:6]([C:14]([F:16])([F:15])[F:17])=[CH:7][CH:8]=[C:9]([C:10]([OH:12])=[O:11])[C:4]2=[N:3]1. (7) Given the reactants [Cl:1][C:2]1[CH:3]=[C:4]2[C:8](=[C:9]([CH2:11]O)[CH:10]=1)[N:7]([CH2:13][CH:14]([CH3:16])[CH3:15])[N:6]=[CH:5]2.[NH2:17][C:18]1[C:26]2[C:21](=[CH:22][CH:23]=[C:24]([C:27]([O:29][CH3:30])=[O:28])[CH:25]=2)[NH:20][N:19]=1.N(C(OC(C)(C)C)=O)=NC(OC(C)(C)C)=O.C1(P(C2C=CC=CC=2)C2C=CC=CC=2)C=CC=CC=1, predict the reaction product. The product is: [NH2:17][C:18]1[C:26]2[C:21](=[CH:22][CH:23]=[C:24]([C:27]([O:29][CH3:30])=[O:28])[CH:25]=2)[N:20]([CH2:11][C:9]2[CH:10]=[C:2]([Cl:1])[CH:3]=[C:4]3[C:8]=2[N:7]([CH2:13][CH:14]([CH3:16])[CH3:15])[N:6]=[CH:5]3)[N:19]=1.